The task is: Predict the product of the given reaction.. This data is from Forward reaction prediction with 1.9M reactions from USPTO patents (1976-2016). (1) Given the reactants Cl[C:2]1[CH:13]=[CH:12][C:5]([C:6]([NH:8][CH2:9][CH2:10][OH:11])=O)=[CH:4][C:3]=1[N+:14]([O-:16])=[O:15].S(Cl)(Cl)=O.C1COCC1.[CH2:26]([NH2:28])[CH3:27], predict the reaction product. The product is: [O:11]1[CH2:10][CH2:9][N:8]=[C:6]1[C:5]1[CH:12]=[CH:13][C:2]([CH2:27][CH2:26][NH2:28])=[C:3]([N+:14]([O-:16])=[O:15])[CH:4]=1. (2) Given the reactants [CH:1]1([C:4](=[O:11])[CH2:5][C:6]([O:8][CH2:9][CH3:10])=[O:7])[CH2:3][CH2:2]1.O(C)[Na].[C:15]([O:19][CH2:20][C:21](Cl)=[N:22]O)([CH3:18])([CH3:17])[CH3:16].CCOCC, predict the reaction product. The product is: [C:15]([O:19][CH2:20][C:21]1[C:5]([C:6]([O:8][CH2:9][CH3:10])=[O:7])=[C:4]([CH:1]2[CH2:3][CH2:2]2)[O:11][N:22]=1)([CH3:18])([CH3:17])[CH3:16].